Dataset: Full USPTO retrosynthesis dataset with 1.9M reactions from patents (1976-2016). Task: Predict the reactants needed to synthesize the given product. (1) Given the product [CH3:8][N:6]1[CH:7]=[C:2]([C:36]2[CH:35]=[CH:34][N:33]=[CH:32][C:31]=2[O:30][CH2:29][CH:27]2[CH2:26][O:25][CH2:28]2)[C:3]2[O:12][C:11]([CH2:13][N:14]3[CH2:19][CH2:18][N:17]([S:20]([CH3:23])(=[O:22])=[O:21])[CH2:16][C@H:15]3[CH3:24])=[CH:10][C:4]=2[C:5]1=[O:9], predict the reactants needed to synthesize it. The reactants are: Br[C:2]1[C:3]2[O:12][C:11]([CH2:13][N:14]3[CH2:19][CH2:18][N:17]([S:20]([CH3:23])(=[O:22])=[O:21])[CH2:16][C@H:15]3[CH3:24])=[CH:10][C:4]=2[C:5](=[O:9])[N:6]([CH3:8])[CH:7]=1.[O:25]1[CH2:28][CH:27]([CH2:29][O:30][C:31]2[CH:32]=[N:33][CH:34]=[CH:35][C:36]=2B2OC(C)(C)C(C)(C)O2)[CH2:26]1.C(=O)([O-])[O-].[K+].[K+]. (2) Given the product [Cl:1][C:2]1[CH:7]=[CH:6][N:5]=[C:4]2[CH:8]=[C:9]([C:23]3[N:28]=[CH:27][C:26]([CH2:29][N:30]4[CH2:31][CH2:32][N:33]([C:36]([O:38][C:39]([CH3:42])([CH3:41])[CH3:40])=[O:37])[CH2:34][CH2:35]4)=[CH:25][CH:24]=3)[S:10][C:3]=12, predict the reactants needed to synthesize it. The reactants are: [Cl:1][C:2]1[CH:7]=[CH:6][N:5]=[C:4]2[CH:8]=[CH:9][S:10][C:3]=12.[Li]CCCC.CC1CCCO1.Br[C:23]1[N:28]=[CH:27][C:26]([CH2:29][N:30]2[CH2:35][CH2:34][N:33]([C:36]([O:38][C:39]([CH3:42])([CH3:41])[CH3:40])=[O:37])[CH2:32][CH2:31]2)=[CH:25][CH:24]=1. (3) Given the product [Br:19][CH2:18][C:1]1[CH:2]=[CH:3][C:4]([N:7]2[C:15](=[O:16])[C:14]3[C:9](=[CH:10][CH:11]=[CH:12][CH:13]=3)[C:8]2=[O:17])=[CH:5][CH:6]=1.[Br-:19], predict the reactants needed to synthesize it. The reactants are: [C:1]1([CH3:18])[CH:6]=[CH:5][C:4]([N:7]2[C:15](=[O:16])[C:14]3[C:9](=[CH:10][CH:11]=[CH:12][CH:13]=3)[C:8]2=[O:17])=[CH:3][CH:2]=1.[Br:19]N1C(=O)CCC1=O.C(OOC(=O)C1C=CC=CC=1)(=O)C1C=CC=CC=1. (4) Given the product [F:30][C:31]1([F:39])[CH2:36][CH2:35][CH:34]([CH2:37][CH:6]([C:7]2[CH:20]=[CH:19][C:18]3[S:17](=[O:22])(=[O:21])[C:16]4[C:11](=[CH:12][CH:13]=[CH:14][CH:15]=4)[NH:10][C:9]=3[CH:8]=2)[C:4]([NH:65][C:63]2[S:62][C:60]3[C:59]([N:64]=2)=[CH:58][CH:57]=[C:56]([O:55][CH3:54])[N:61]=3)=[O:3])[CH2:33][CH2:32]1, predict the reactants needed to synthesize it. The reactants are: C([O:3][C:4]([CH2:6][C:7]1[CH:20]=[CH:19][C:18]2[S:17](=[O:22])(=[O:21])[C:16]3[C:11](=[CH:12][CH:13]=[CH:14][CH:15]=3)[N:10](C(OC(C)(C)C)=O)[C:9]=2[CH:8]=1)=O)C.[F:30][C:31]1([F:39])[CH2:36][CH2:35][CH:34]([CH2:37]I)[CH2:33][CH2:32]1.FC1(F)CCC(C(OCC)=O)CC1.[I-].[CH3:54][O:55][C:56]1[N:61]=[C:60]2[S:62][C:63]([NH2:65])=[N:64][C:59]2=[CH:58][CH:57]=1. (5) Given the product [F:15][C:11]1[CH:12]=[CH:13][C:14]2[N:9]([C:8]([S:16][C:17]3[CH:22]=[CH:21][C:20]([S:23]([N:26]4[CH2:31][CH2:30][O:29][CH2:28][CH2:27]4)(=[O:24])=[O:25])=[CH:19][CH:18]=3)=[C:7]([CH3:32])[C:6]=2[CH2:5][C:4]([OH:33])=[O:3])[CH:10]=1.[Cl:49][C:43]1[N:42]2[C:47]([CH:46]=[CH:45][C:44]=1[F:48])=[C:39]([CH2:38][C:37]([OH:67])=[O:36])[C:40]([CH3:66])=[C:41]2[S:50][C:51]1[CH:56]=[CH:55][C:54]([S:57]([N:60]2[CH2:65][CH2:64][O:63][CH2:62][CH2:61]2)(=[O:59])=[O:58])=[CH:53][CH:52]=1, predict the reactants needed to synthesize it. The reactants are: C([O:3][C:4](=[O:33])[CH2:5][C:6]1[C:7]([CH3:32])=[C:8]([S:16][C:17]2[CH:22]=[CH:21][C:20]([S:23]([N:26]3[CH2:31][CH2:30][O:29][CH2:28][CH2:27]3)(=[O:25])=[O:24])=[CH:19][CH:18]=2)[N:9]2[C:14]=1[CH:13]=[CH:12][C:11]([F:15])=[CH:10]2)C.C([O:36][C:37](=[O:67])[CH2:38][C:39]1[C:40]([CH3:66])=[C:41]([S:50][C:51]2[CH:56]=[CH:55][C:54]([S:57]([N:60]3[CH2:65][CH2:64][O:63][CH2:62][CH2:61]3)(=[O:59])=[O:58])=[CH:53][CH:52]=2)[N:42]2[C:47]=1[CH:46]=[CH:45][C:44]([F:48])=[C:43]2[Cl:49])C.C(O)C.[OH-].[Li+].